Dataset: Forward reaction prediction with 1.9M reactions from USPTO patents (1976-2016). Task: Predict the product of the given reaction. (1) The product is: [F:38][C:32]1[CH:33]=[C:34]([CH3:37])[CH:35]=[CH:36][C:31]=1[CH2:30][N:13]1[C:14]2=[N:15][C:16]([CH3:20])=[CH:17][CH:18]=[C:19]2[C:11]([C:7]2[N:8]=[N:9][C:10]3[C:2]([CH3:22])([CH3:1])[C:3](=[O:21])[NH:4][C:5]=3[N:6]=2)=[N:12]1. Given the reactants [CH3:1][C:2]1([CH3:22])[C:10]2[N:9]=[N:8][C:7]([C:11]3[C:19]4[C:14](=[N:15][C:16]([CH3:20])=[CH:17][CH:18]=4)[NH:13][N:12]=3)=[N:6][C:5]=2[NH:4][C:3]1=[O:21].C(=O)([O-])[O-].[Cs+].[Cs+].Br[CH2:30][C:31]1[CH:36]=[CH:35][C:34]([CH3:37])=[CH:33][C:32]=1[F:38].O, predict the reaction product. (2) Given the reactants Cl[CH2:2]/[CH:3]=[CH:4]\[CH2:5][O:6][C:7](=[O:9])[CH3:8].[CH2:10]([NH2:12])[CH3:11], predict the reaction product. The product is: [CH2:10]([NH:12][CH2:2]/[CH:3]=[CH:4]\[CH2:5][O:6][C:7](=[O:9])[CH3:8])[CH3:11]. (3) The product is: [Br:1][C:2]1[CH:9]=[CH:6][C:5]([OH:10])=[C:4]([CH:13]([O:14][CH3:15])[O:16][CH3:17])[CH:3]=1. Given the reactants [Br:1][C:2]1[CH:9]=[C:6](C=O)[C:5]([OH:10])=[CH:4][CH:3]=1.CO[CH:13]([O:16][CH3:17])[O:14][CH3:15].CC1C=CC(S(O)(=O)=O)=CC=1.O.C(=O)([O-])[O-].[K+].[K+].C(=O)([O-])O.[Na+], predict the reaction product.